This data is from Forward reaction prediction with 1.9M reactions from USPTO patents (1976-2016). The task is: Predict the product of the given reaction. (1) Given the reactants CCN=C=N[CH2:6][CH2:7][CH2:8][N:9](C)C.Cl.Cl.[CH:14]1C=C2N=NN(O)C2=CC=1.O.CCN(C(C)C)C(C)C.[CH2:34]([O:36][C:37](=[O:54])[CH2:38][CH2:39][CH2:40][CH2:41][N:42]1[C:50]2[C:45](=[CH:46][CH:47]=[CH:48][CH:49]=2)[C:44]([C:51]([OH:53])=O)=[N:43]1)[CH3:35].C[N:56]([CH:58]=[O:59])C, predict the reaction product. The product is: [NH2:56][C:58](=[O:59])[CH:8]([NH:9][C:51]([C:44]1[C:45]2[C:50](=[CH:49][CH:48]=[CH:47][CH:46]=2)[N:42]([CH2:41][CH2:40][CH2:39][CH2:38][C:37]([O:36][CH2:34][CH3:35])=[O:54])[N:43]=1)=[O:53])[CH:7]([CH3:6])[CH3:14]. (2) The product is: [CH3:1][O:2][C:3]1[CH:4]=[CH:5][C:6]([C:9]2[C:17]3[C:16]([NH:18][CH2:19][CH2:20][CH2:21][CH2:22][CH2:23][CH2:24][C:25]4[NH:39][N:38]=[N:37][N:26]=4)=[N:15][CH:14]=[N:13][C:12]=3[O:11][C:10]=2[C:27]2[CH:28]=[CH:29][CH:30]=[CH:31][CH:32]=2)=[CH:7][CH:8]=1. Given the reactants [CH3:1][O:2][C:3]1[CH:8]=[CH:7][C:6]([C:9]2[C:17]3[C:16]([NH:18][CH2:19][CH2:20][CH2:21][CH2:22][CH2:23][CH2:24][C:25]#[N:26])=[N:15][CH:14]=[N:13][C:12]=3[O:11][C:10]=2[C:27]2[CH:32]=[CH:31][CH:30]=[CH:29][CH:28]=2)=[CH:5][CH:4]=1.C[Si]([N:37]=[N+:38]=[N-:39])(C)C.C([Sn](=O)CCCC)CCC, predict the reaction product.